The task is: Predict the reaction yield, written as a fraction of the theoretical maximum amount of product (1.0 means a 100% yield; for example, 0.34 means a 34% yield).. This data is from Reaction yield outcomes from USPTO patents with 853,638 reactions. The reactants are [Cl:1][C:2]1[CH:14]=[C:13]([N+:15]([O-])=O)[CH:12]=[CH:11][C:3]=1[C:4]([O:6][C:7]([CH3:10])([CH3:9])[CH3:8])=[O:5].C(OCC)(=O)C. The catalyst is C(O)C.[Pt]. The product is [NH2:15][C:13]1[CH:12]=[CH:11][C:3]([C:4]([O:6][C:7]([CH3:9])([CH3:10])[CH3:8])=[O:5])=[C:2]([Cl:1])[CH:14]=1. The yield is 0.960.